This data is from NCI-60 drug combinations with 297,098 pairs across 59 cell lines. The task is: Regression. Given two drug SMILES strings and cell line genomic features, predict the synergy score measuring deviation from expected non-interaction effect. (1) Drug 1: CC1C(C(CC(O1)OC2CC(CC3=C2C(=C4C(=C3O)C(=O)C5=C(C4=O)C(=CC=C5)OC)O)(C(=O)C)O)N)O.Cl. Drug 2: CC1C(C(CC(O1)OC2CC(OC(C2O)C)OC3=CC4=CC5=C(C(=O)C(C(C5)C(C(=O)C(C(C)O)O)OC)OC6CC(C(C(O6)C)O)OC7CC(C(C(O7)C)O)OC8CC(C(C(O8)C)O)(C)O)C(=C4C(=C3C)O)O)O)O. Cell line: UO-31. Synergy scores: CSS=7.27, Synergy_ZIP=-3.55, Synergy_Bliss=-1.51, Synergy_Loewe=-3.03, Synergy_HSA=-0.449. (2) Drug 1: CC1OCC2C(O1)C(C(C(O2)OC3C4COC(=O)C4C(C5=CC6=C(C=C35)OCO6)C7=CC(=C(C(=C7)OC)O)OC)O)O. Drug 2: CC=C1C(=O)NC(C(=O)OC2CC(=O)NC(C(=O)NC(CSSCCC=C2)C(=O)N1)C(C)C)C(C)C. Cell line: HS 578T. Synergy scores: CSS=69.5, Synergy_ZIP=-1.31, Synergy_Bliss=-1.78, Synergy_Loewe=-0.485, Synergy_HSA=2.71. (3) Drug 1: CCC1=CC2CC(C3=C(CN(C2)C1)C4=CC=CC=C4N3)(C5=C(C=C6C(=C5)C78CCN9C7C(C=CC9)(C(C(C8N6C)(C(=O)OC)O)OC(=O)C)CC)OC)C(=O)OC.C(C(C(=O)O)O)(C(=O)O)O. Drug 2: C1=CC(=CC=C1CCCC(=O)O)N(CCCl)CCCl. Cell line: OVCAR-5. Synergy scores: CSS=49.4, Synergy_ZIP=-4.77, Synergy_Bliss=-1.12, Synergy_Loewe=-44.2, Synergy_HSA=0.751. (4) Drug 1: C1C(C(OC1N2C=C(C(=O)NC2=O)F)CO)O. Drug 2: C1=NC2=C(N1)C(=S)N=CN2. Cell line: MOLT-4. Synergy scores: CSS=91.1, Synergy_ZIP=-4.66, Synergy_Bliss=-3.36, Synergy_Loewe=-3.70, Synergy_HSA=-0.258. (5) Drug 1: CCC1(CC2CC(C3=C(CCN(C2)C1)C4=CC=CC=C4N3)(C5=C(C=C6C(=C5)C78CCN9C7C(C=CC9)(C(C(C8N6C=O)(C(=O)OC)O)OC(=O)C)CC)OC)C(=O)OC)O.OS(=O)(=O)O. Cell line: RXF 393. Drug 2: C(CCl)NC(=O)N(CCCl)N=O. Synergy scores: CSS=-2.17, Synergy_ZIP=2.16, Synergy_Bliss=2.98, Synergy_Loewe=-8.32, Synergy_HSA=-4.07. (6) Drug 1: CN(C)C1=NC(=NC(=N1)N(C)C)N(C)C. Drug 2: C1CC(C1)(C(=O)O)C(=O)O.[NH2-].[NH2-].[Pt+2]. Cell line: SK-MEL-2. Synergy scores: CSS=12.4, Synergy_ZIP=-6.13, Synergy_Bliss=-2.04, Synergy_Loewe=-13.5, Synergy_HSA=-4.95. (7) Drug 1: CCCS(=O)(=O)NC1=C(C(=C(C=C1)F)C(=O)C2=CNC3=C2C=C(C=N3)C4=CC=C(C=C4)Cl)F. Drug 2: C1=C(C(=O)NC(=O)N1)N(CCCl)CCCl. Cell line: U251. Synergy scores: CSS=34.8, Synergy_ZIP=6.06, Synergy_Bliss=7.26, Synergy_Loewe=1.31, Synergy_HSA=7.82.